From a dataset of Reaction yield outcomes from USPTO patents with 853,638 reactions. Predict the reaction yield, written as a fraction of the theoretical maximum amount of product (1.0 means a 100% yield; for example, 0.34 means a 34% yield). (1) The reactants are C(=O)([O-])[O-].[K+].[K+].[CH3:7][N:8]=[C:9]=[S:10].[Cl:11][C:12]1[C:13]([O:22][C:23]2[CH:27]=[C:26]([CH3:28])[NH:25][N:24]=2)=[N:14][CH:15]=[C:16]([C:18]([F:21])([F:20])[F:19])[CH:17]=1.Cl. The catalyst is CN(C=O)C. The product is [CH3:7][NH:8][C:9]([N:25]1[C:26]([CH3:28])=[CH:27][C:23]([O:22][C:13]2[C:12]([Cl:11])=[CH:17][C:16]([C:18]([F:21])([F:20])[F:19])=[CH:15][N:14]=2)=[N:24]1)=[S:10]. The yield is 0.377. (2) The reactants are [N:1]1[NH:2][N:3]=[C:4]([C:6]([O:8][CH2:9][CH3:10])=[O:7])[CH:5]=1.[F:11][C:12]([F:24])([F:23])[O:13][C:14]1[CH:19]=[CH:18][C:17](B(O)O)=[CH:16][CH:15]=1.N1C=CC=CC=1.O. The catalyst is CC(N(C)C)=O.C(O[Cu]OC(=O)C)(=O)C.C(OCC)(=O)C. The product is [F:11][C:12]([F:23])([F:24])[O:13][C:14]1[CH:19]=[CH:18][C:17]([N:2]2[N:3]=[C:4]([C:6]([O:8][CH2:9][CH3:10])=[O:7])[CH:5]=[N:1]2)=[CH:16][CH:15]=1. The yield is 0.240. (3) The reactants are [NH2:1][C@H:2]([C:10]([OH:12])=[O:11])[CH2:3][C:4]1[CH:9]=[CH:8][CH:7]=[CH:6][CH:5]=1.Cl[C:14]([O:16][CH2:17][C:18]1[CH:23]=[CH:22][CH:21]=[CH:20][CH:19]=1)=[O:15]. The catalyst is C1COCC1. The product is [C:14]([NH:1][C@H:2]([C:10]([OH:12])=[O:11])[CH2:3][C:4]1[CH:9]=[CH:8][CH:7]=[CH:6][CH:5]=1)([O:16][CH2:17][C:18]1[CH:23]=[CH:22][CH:21]=[CH:20][CH:19]=1)=[O:15]. The yield is 0.770.